Dataset: Antibody paratope prediction from SAbDab with 1,023 antibody chains. Task: Token-level Classification. Given an antibody amino acid sequence, predict which amino acid positions are active in antigen binding. Output is a list of indices for active paratope positions. (1) Given the antibody sequence: EVQLVESGAEVKKPGESLKISCKGSGYTFTSYWIGWVRQMPGKGLEWMGIIYPGDSDTRYSPSFQGQVTISADKSISTAYLQWSSLKASDTAMYYCARFVSLDAFDIWGQGTMVTVSS, which amino acid positions are active in antigen binding (paratope)? The paratope positions are: [52, 83, 84, 85, 104]. (2) Given the antibody sequence: QVQLKQSGAELVRPGASVKLSCKASGYIFTDYYINWLKKRPGQGLEWIARIYPGSGHTYYNENFKDKATLTAEKSSSNVYMQLSSLTSEDSAVYFCARENFYGSSYVDWYFDVWGTGTTVTVSS, which amino acid positions are active in antigen binding (paratope)? The paratope positions are: [52, 83, 84, 85, 104, 105, 106, 107, 108, 109, 110]. (3) Given the antibody sequence: EVQLVESGGGLVQPGGSLKLSCAASGFTLSGSNVHWVRQASGKGLEWVGRIKRNAESDATAYAASMRGRLTISRDDSKNTAFLQMNSLKSDDTAMYYCVIRGDVYNRQWGQGTLVTVSS, which amino acid positions are active in antigen binding (paratope)? The paratope positions are: [52, 53, 54, 85, 86, 87]. (4) Given the antibody sequence: DIQMTQSPSSLSASVGDRVTITCRASQSVSSAVAWYQQKPGKAPKLLIYSASSLYSGVPSRFSGSRSGTDFTLTISSLQPEDFATYYCQQYPYYSSLITFGQGTKVEIK, which amino acid positions are active in antigen binding (paratope)? The paratope positions are: [95, 96]. (5) Given the antibody sequence: VQLVESGGGLVQPGGSLRLSCAASGFTVSSNYMSWVRQAPGKGLEWVSVIYSGGSTYYADSVKGRFTISRDNSKNTLYLQMNSLRAEDTAVYYCAREGRGDSIDYWGKGTLVTVSS, which amino acid positions are active in antigen binding (paratope)? The paratope positions are: [81, 82, 83, 102]. (6) The paratope positions are: [24, 25, 26, 27, 28, 29, 37, 38, 39, 61, 92, 93, 94, 113, 114, 115, 116, 117]. Given the antibody sequence: QVQLVQSGAAVRKPGASVTVSCKFAEDDDYSPYWVNPAPEHFIHFLRQAPGQQLEWLAWMNPTNGAVNYAWYLNGRVTATRDRSMTTAFLEVKSLRSDDTAVYYCARAQKRGRSEWAYAHWGQGTPVVVSS, which amino acid positions are active in antigen binding (paratope)? (7) Given the antibody sequence: QVQLQESGGGLVQPGESLRLSCVGSGSSFGESTLSYYAVSWVRQAPGKGLEWLSIINAGGGDIDYADSVEGRFTISRDNSKETLYLQMTNLRVEDTGVYYCAKHMSMQQVPGSGWERADLVGDAFDVWGQGTMVTVSS, which amino acid positions are active in antigen binding (paratope)? The paratope positions are: [31, 32, 33, 34, 35, 57, 88, 89, 90, 109, 110, 111, 112, 113, 114, 115, 116, 117, 118, 119... (25 total positions)].